From a dataset of Forward reaction prediction with 1.9M reactions from USPTO patents (1976-2016). Predict the product of the given reaction. (1) Given the reactants FC(F)(F)S([O:6][S:7]([C:10]([F:13])([F:12])[F:11])(=[O:9])=[O:8])(=O)=O.N1C=CC=CC=1.[CH3:22][C:23]1[C:27]2=[C:28](O)[CH:29]=[CH:30][CH:31]=[C:26]2[O:25][C:24]=1[CH2:33][C:34]1[CH:39]=[CH:38][CH:37]=[C:36]([C:40]([F:43])([F:42])[F:41])[CH:35]=1, predict the reaction product. The product is: [F:13][C:10]([F:11])([F:12])[S:7]([O:6][C:28]1[C:27]2[C:23]([CH3:22])=[C:24]([CH2:33][C:34]3[CH:39]=[CH:38][CH:37]=[C:36]([C:40]([F:43])([F:41])[F:42])[CH:35]=3)[O:25][C:26]=2[CH:31]=[CH:30][CH:29]=1)(=[O:8])=[O:9]. (2) The product is: [CH2:2]([O:4][C:5](=[O:25])[C@@H:6]([CH3:24])[CH2:7][CH:8]([N:23]=[C:27]=[O:29])[CH2:9][C:10]1[CH:15]=[CH:14][C:13]([C:16]2[CH:21]=[CH:20][CH:19]=[C:18]([Cl:22])[CH:17]=2)=[CH:12][CH:11]=1)[CH3:3]. Given the reactants Cl.[CH2:2]([O:4][C:5](=[O:25])[C@@H:6]([CH3:24])[CH2:7][CH:8]([NH2:23])[CH2:9][C:10]1[CH:15]=[CH:14][C:13]([C:16]2[CH:21]=[CH:20][CH:19]=[C:18]([Cl:22])[CH:17]=2)=[CH:12][CH:11]=1)[CH3:3].Cl[C:27](Cl)([O:29]C(=O)OC(Cl)(Cl)Cl)Cl, predict the reaction product. (3) Given the reactants [CH2:1]([N:5]1[C:13]2[C:8](=[C:9]([N+:14]([O-])=O)[CH:10]=[CH:11][CH:12]=2)[CH:7]=[N:6]1)[CH:2]([CH3:4])[CH3:3].NC1C=C(C=CC=1OC(C)C)C(N)=O, predict the reaction product. The product is: [CH2:1]([N:5]1[C:13]2[C:8](=[C:9]([NH2:14])[CH:10]=[CH:11][CH:12]=2)[CH:7]=[N:6]1)[CH:2]([CH3:4])[CH3:3]. (4) The product is: [NH:14]1[CH2:15][CH2:16][CH2:17][C@H:13]1[CH2:12][NH:11][C:9](=[O:10])[O:8][CH2:7][C:1]1[CH:6]=[CH:5][CH:4]=[CH:3][CH:2]=1. Given the reactants [C:1]1([CH2:7][O:8][C:9]([NH:11][CH2:12][C@@H:13]2[CH2:17][CH2:16][CH2:15][N:14]2C(OC(C)(C)C)=O)=[O:10])[CH:6]=[CH:5][CH:4]=[CH:3][CH:2]=1.C(O)(C(F)(F)F)=O, predict the reaction product.